The task is: Predict the reaction yield, written as a fraction of the theoretical maximum amount of product (1.0 means a 100% yield; for example, 0.34 means a 34% yield).. This data is from Reaction yield outcomes from USPTO patents with 853,638 reactions. (1) The reactants are Br[C:2]1[CH:11]=[CH:10][C:5]([C:6]([O:8][CH3:9])=[O:7])=[C:4]([F:12])[CH:3]=1.[CH3:13][N:14](C)C=O. The catalyst is [C-]#N.[Zn+2].[C-]#N.C1(P(C2C=CC=CC=2)C2C=CC=CC=2)C=CC=CC=1.C1(P(C2C=CC=CC=2)C2C=CC=CC=2)C=CC=CC=1.C1(P(C2C=CC=CC=2)C2C=CC=CC=2)C=CC=CC=1.C1(P(C2C=CC=CC=2)C2C=CC=CC=2)C=CC=CC=1.[Pd]. The product is [C:13]([C:2]1[CH:11]=[CH:10][C:5]([C:6]([O:8][CH3:9])=[O:7])=[C:4]([F:12])[CH:3]=1)#[N:14]. The yield is 0.800. (2) The reactants are [Cl:1][C:2]1[CH:3]=[C:4]([C:8]2[O:12][N:11]=[C:10]([CH2:13][CH:14]3[CH2:19][CH2:18][CH2:17][NH:16][C:15]3=O)[N:9]=2)[CH:5]=[CH:6][CH:7]=1.[C:21]([NH:29][NH2:30])(=O)[C:22]1[CH:27]=[CH:26][N:25]=[CH:24][CH:23]=1. The catalyst is C(Cl)Cl. The product is [Cl:1][C:2]1[CH:3]=[C:4]([C:8]2[O:12][N:11]=[C:10]([CH2:13][CH:14]3[CH2:19][CH2:18][CH2:17][N:16]4[C:21]([C:22]5[CH:27]=[CH:26][N:25]=[CH:24][CH:23]=5)=[N:29][N:30]=[C:15]34)[N:9]=2)[CH:5]=[CH:6][CH:7]=1. The yield is 0.200. (3) The reactants are [C:1]1([CH3:35])[CH:6]=[CH:5][CH:4]=[CH:3][C:2]=1[NH:7][C:8]([NH:10]/[N:11]=[CH:12]/[C:13]1[CH:18]=[CH:17][C:16]([C:19]2[N:23]=[CH:22][N:21]([C:24]3[CH:29]=[CH:28][C:27]([O:30][C:31]([F:34])([F:33])[F:32])=[CH:26][CH:25]=3)[N:20]=2)=[CH:15][CH:14]=1)=[S:9].[CH2:36](N(CC)CC)C.Cl[CH2:44][C:45](=O)[CH3:46].O. The catalyst is CC(=O)CC. The product is [CH3:35][C:1]1[CH:6]=[CH:5][CH:4]=[C:3]([CH3:36])[C:2]=1[N:7]1[C:45]([CH3:46])=[CH:44][S:9]/[C:8]/1=[N:10]/[N:11]=[CH:12]\[C:13]1[CH:14]=[CH:15][C:16]([C:19]2[N:23]=[CH:22][N:21]([C:24]3[CH:29]=[CH:28][C:27]([O:30][C:31]([F:32])([F:33])[F:34])=[CH:26][CH:25]=3)[N:20]=2)=[CH:17][CH:18]=1. The yield is 0.830. (4) The reactants are ClC(Cl)(O[C:5](=[O:11])OC(Cl)(Cl)Cl)Cl.Cl.CS([C:18]1[CH:19]=[C:20]([NH2:24])[CH:21]=[CH:22][CH:23]=1)(=O)=O.[N-]=C=O.ClC1C=CC(CC2CC3N(CC(N)C)C(CC3)C2)=CC=1. The catalyst is C(Cl)Cl. The product is [CH:22]12[CH2:23][CH2:18][CH:19]([CH:5]([OH:11])[CH2:21]1)[CH2:20][NH:24]2. The yield is 0.550. (5) The reactants are [Cl-].O[NH3+:3].[C:4](=[O:7])([O-])[OH:5].[Na+].CS(C)=O.[CH:13]1([N:17]2[C:22](=[O:23])[C:21]([CH2:24][C:25]3[CH:30]=[CH:29][C:28]([C:31]4[C:32]([C:37]#[N:38])=[CH:33][CH:34]=[CH:35][CH:36]=4)=[CH:27][CH:26]=3)=[C:20]([CH2:39][CH2:40][CH3:41])[N:19]3[N:42]=[C:43]([CH3:45])[N:44]=[C:18]23)[CH2:16][CH2:15][CH2:14]1. The catalyst is C(OCC)(=O)C. The product is [CH:13]1([N:17]2[C:22](=[O:23])[C:21]([CH2:24][C:25]3[CH:26]=[CH:27][C:28]([C:31]4[CH:36]=[CH:35][CH:34]=[CH:33][C:32]=4[C:37]4[NH:3][C:4](=[O:7])[O:5][N:38]=4)=[CH:29][CH:30]=3)=[C:20]([CH2:39][CH2:40][CH3:41])[N:19]3[N:42]=[C:43]([CH3:45])[N:44]=[C:18]23)[CH2:16][CH2:15][CH2:14]1. The yield is 0.570. (6) The reactants are [CH2:1]([O:3][C:4](=[O:12])[C:5]1[CH:10]=[CH:9][CH:8]=[N:7][C:6]=1[NH2:11])[CH3:2].[F:13][C:14]1[CH:19]=[C:18]([F:20])[CH:17]=[C:16]([F:21])[C:15]=1[CH2:22][C:23](Cl)=[O:24]. The catalyst is C1(C)C=CC=CC=1.C(OCC)C. The product is [CH2:1]([O:3][C:4](=[O:12])[C:5]1[CH:10]=[CH:9][CH:8]=[N:7][C:6]=1[NH:11][C:23](=[O:24])[CH2:22][C:15]1[C:16]([F:21])=[CH:17][C:18]([F:20])=[CH:19][C:14]=1[F:13])[CH3:2]. The yield is 0.930. (7) The reactants are [CH3:1][C:2]1[CH:3]=[C:4]([NH:13][C:14]2[N:19]=[C:18]([C:20]([F:23])([F:22])[F:21])[CH:17]=[CH:16][N:15]=2)[CH:5]=[C:6]([C:8]2[S:12][CH:11]=[N:10][CH:9]=2)[CH:7]=1.[Li+].CC([N-]C(C)C)C.[O:32]=[C:33]1[CH2:38][CH2:37][N:36]([C:39]([O:41][C:42]([CH3:45])([CH3:44])[CH3:43])=[O:40])[CH2:35][CH2:34]1.[Cl-]. The catalyst is C1COCC1. The product is [C:42]([O:41][C:39]([N:36]1[CH2:37][CH2:38][C:33]([OH:32])([C:11]2[S:12][C:8]([C:6]3[CH:5]=[C:4]([NH:13][C:14]4[N:19]=[C:18]([C:20]([F:21])([F:23])[F:22])[CH:17]=[CH:16][N:15]=4)[CH:3]=[C:2]([CH3:1])[CH:7]=3)=[CH:9][N:10]=2)[CH2:34][CH2:35]1)=[O:40])([CH3:45])([CH3:43])[CH3:44]. The yield is 0.820. (8) The reactants are C(Cl)(=O)C([Cl:4])=O.[CH3:7][N:8]1[C:17]2[C:12](=[CH:13][C:14]([S:18]([OH:21])(=O)=[O:19])=[CH:15][CH:16]=2)[CH2:11][CH2:10][CH2:9]1. The catalyst is ClCCl.CN(C)C=O.O. The product is [CH3:7][N:8]1[C:17]2[C:12](=[CH:13][C:14]([S:18]([Cl:4])(=[O:21])=[O:19])=[CH:15][CH:16]=2)[CH2:11][CH2:10][CH2:9]1. The yield is 0.200.